From a dataset of Merck oncology drug combination screen with 23,052 pairs across 39 cell lines. Regression. Given two drug SMILES strings and cell line genomic features, predict the synergy score measuring deviation from expected non-interaction effect. (1) Cell line: COLO320DM. Drug 1: C=CCn1c(=O)c2cnc(Nc3ccc(N4CCN(C)CC4)cc3)nc2n1-c1cccc(C(C)(C)O)n1. Synergy scores: synergy=14.1. Drug 2: Cn1c(=O)n(-c2ccc(C(C)(C)C#N)cc2)c2c3cc(-c4cnc5ccccc5c4)ccc3ncc21. (2) Synergy scores: synergy=10.1. Drug 2: Cn1cc(-c2cnn3c(N)c(Br)c(C4CCCNC4)nc23)cn1. Drug 1: CC(=O)OC1C(=O)C2(C)C(O)CC3OCC3(OC(C)=O)C2C(OC(=O)c2ccccc2)C2(O)CC(OC(=O)C(O)C(NC(=O)c3ccccc3)c3ccccc3)C(C)=C1C2(C)C. Cell line: A2058. (3) Drug 1: COc1cccc2c1C(=O)c1c(O)c3c(c(O)c1C2=O)CC(O)(C(=O)CO)CC3OC1CC(N)C(O)C(C)O1. Drug 2: COC1CC2CCC(C)C(O)(O2)C(=O)C(=O)N2CCCCC2C(=O)OC(C(C)CC2CCC(OP(C)(C)=O)C(OC)C2)CC(=O)C(C)C=C(C)C(O)C(OC)C(=O)C(C)CC(C)C=CC=CC=C1C. Cell line: OVCAR3. Synergy scores: synergy=2.73. (4) Drug 1: CN1C(=O)C=CC2(C)C3CCC4(C)C(NC(=O)OCC(F)(F)F)CCC4C3CCC12. Drug 2: CCC1=CC2CN(C1)Cc1c([nH]c3ccccc13)C(C(=O)OC)(c1cc3c(cc1OC)N(C)C1C(O)(C(=O)OC)C(OC(C)=O)C4(CC)C=CCN5CCC31C54)C2. Cell line: CAOV3. Synergy scores: synergy=-49.6. (5) Drug 1: O=c1[nH]cc(F)c(=O)[nH]1. Drug 2: CC(C)CC(NC(=O)C(Cc1ccccc1)NC(=O)c1cnccn1)B(O)O. Cell line: OV90. Synergy scores: synergy=-9.59. (6) Drug 1: CC1CC2C3CCC4=CC(=O)C=CC4(C)C3(F)C(O)CC2(C)C1(O)C(=O)CO. Drug 2: COC1=C2CC(C)CC(OC)C(O)C(C)C=C(C)C(OC(N)=O)C(OC)C=CC=C(C)C(=O)NC(=CC1=O)C2=O. Cell line: LNCAP. Synergy scores: synergy=34.3.